Predict the reactants needed to synthesize the given product. From a dataset of Full USPTO retrosynthesis dataset with 1.9M reactions from patents (1976-2016). Given the product [CH:5]1([N:8]([CH2:12][C:13]2[CH:18]=[C:17]([CH2:19][CH2:20][NH:21][C:34]([O:36][CH3:37])=[O:35])[CH:16]=[C:15]([Cl:22])[C:14]=2[Cl:23])[C:9](=[O:11])[O:10][C:30]([CH3:32])([CH3:39])[CH3:31])[CH2:6][CH2:7]1, predict the reactants needed to synthesize it. The reactants are: CC([C:5]1([N:8]([CH2:12][C:13]2[CH:18]=[C:17]([CH2:19][CH2:20][NH2:21])[CH:16]=[C:15]([Cl:22])[C:14]=2[Cl:23])[C:9](=[O:11])[O-:10])[CH2:7][CH2:6]1)(C)C.CCN([CH:30]([CH3:32])[CH3:31])C(C)C.Cl[C:34]([O:36][CH3:37])=[O:35].Cl[CH2:39]Cl.